This data is from Reaction yield outcomes from USPTO patents with 853,638 reactions. The task is: Predict the reaction yield, written as a fraction of the theoretical maximum amount of product (1.0 means a 100% yield; for example, 0.34 means a 34% yield). (1) The reactants are [H-].[Na+].[CH3:3][C:4]1[C:12]2[C:7](=[CH:8][CH:9]=[C:10]([C:13]([F:16])([F:15])[F:14])[CH:11]=2)[NH:6][CH:5]=1.C[N:18](C=O)C. No catalyst specified. The product is [CH3:3][C:4]1[C:12]2[C:7](=[CH:8][CH:9]=[C:10]([C:13]([F:16])([F:14])[F:15])[CH:11]=2)[N:6]([NH2:18])[CH:5]=1. The yield is 0.520. (2) The reactants are [F:1][C:2]1[CH:3]=[C:4]([C:10]2[C:15]([C:16]3[CH:21]=[CH:20][C:19]([O:22][CH3:23])=[CH:18][CH:17]=3)=[N:14][NH:13][C:12](=[O:24])[CH:11]=2)[CH:5]=[CH:6][C:7]=1[O:8][CH3:9].[Cl:25][C:26]1[CH:35]=[CH:34][C:29]([CH:30]=[CH:31][CH2:32]Cl)=[CH:28][CH:27]=1. No catalyst specified. The product is [Cl:25][C:26]1[CH:35]=[CH:34][C:29]([CH:30]=[CH:31][CH2:32][N:13]2[C:12](=[O:24])[CH:11]=[C:10]([C:4]3[CH:5]=[CH:6][C:7]([O:8][CH3:9])=[C:2]([F:1])[CH:3]=3)[C:15]([C:16]3[CH:17]=[CH:18][C:19]([O:22][CH3:23])=[CH:20][CH:21]=3)=[N:14]2)=[CH:28][CH:27]=1. The yield is 0.587. (3) The reactants are [CH3:1][NH:2][C:3]1[CH:11]=[C:10]2[C:6]([C:7]([CH3:12])=[N:8][NH:9]2)=[CH:5][CH:4]=1.[Cl:13][C:14]1[N:19]=[CH:18][N:17]=[C:16]([NH:20][C:21]2[CH:26]=[CH:25][CH:24]=[C:23]([CH2:27][S:28]([CH3:31])(=[O:30])=[O:29])[CH:22]=2)[N:15]=1. The catalyst is C(O)(C)C. The product is [ClH:13].[CH3:1][N:2]([C:3]1[CH:11]=[C:10]2[C:6]([C:7]([CH3:12])=[N:8][NH:9]2)=[CH:5][CH:4]=1)[C:18]1[N:17]=[C:16]([NH:20][C:21]2[CH:26]=[CH:25][CH:24]=[C:23]([CH2:27][S:28]([CH3:31])(=[O:29])=[O:30])[CH:22]=2)[N:15]=[CH:14][N:19]=1. The yield is 0.420. (4) The reactants are [Cl:1][C:2]1[CH:3]=[CH:4][C:5]([OH:24])=[C:6]([C:8]2[C:17]([CH2:18][OH:19])=[C:16]3[C:11]([NH:12][C:13]([CH3:23])([CH3:22])[C:14](=[O:21])[N:15]3[CH3:20])=[CH:10][CH:9]=2)[CH:7]=1.CI.[C:27](=O)([O-])[O-].[K+].[K+].C(OCC)(=O)C. The catalyst is CN(C)C=O.O.C(OCC)C. The product is [Cl:1][C:2]1[CH:3]=[CH:4][C:5]([O:24][CH3:27])=[C:6]([C:8]2[C:17]([CH2:18][OH:19])=[C:16]3[C:11]([NH:12][C:13]([CH3:22])([CH3:23])[C:14](=[O:21])[N:15]3[CH3:20])=[CH:10][CH:9]=2)[CH:7]=1. The yield is 0.960. (5) The reactants are [CH2:1]([N:5]([C:34](=[O:41])[CH2:35][C:36]([O:38]CC)=[O:37])[C:6]1[CH:11]=[CH:10][C:9]([N:12]2[CH2:17][CH2:16][CH:15]([NH:18][CH2:19][C@H:20]([OH:33])[C:21]3[CH:26]=[CH:25][C:24]([OH:27])=[C:23]([NH:28][S:29]([CH3:32])(=[O:31])=[O:30])[CH:22]=3)[CH2:14][CH2:13]2)=[CH:8][CH:7]=1)[CH2:2][CH2:3][CH3:4].[OH-].[Na+].C(O)(=O)C. The catalyst is O.C(O)C. The product is [CH2:1]([N:5]([C:34](=[O:41])[CH2:35][C:36]([OH:38])=[O:37])[C:6]1[CH:7]=[CH:8][C:9]([N:12]2[CH2:17][CH2:16][CH:15]([NH:18][CH2:19][C@H:20]([OH:33])[C:21]3[CH:26]=[CH:25][C:24]([OH:27])=[C:23]([NH:28][S:29]([CH3:32])(=[O:31])=[O:30])[CH:22]=3)[CH2:14][CH2:13]2)=[CH:10][CH:11]=1)[CH2:2][CH2:3][CH3:4]. The yield is 0.190.